Dataset: Forward reaction prediction with 1.9M reactions from USPTO patents (1976-2016). Task: Predict the product of the given reaction. (1) Given the reactants CC1(C)C(C)(C)[O:5][B:4]([C:9]2[CH:24]=[C:23]([C:25]([F:28])([F:27])[F:26])[CH:22]=[CH:21][C:10]=2[O:11][C@@H:12]([CH3:20])[C:13]([O:15]C(C)(C)C)=[O:14])[O:3]1, predict the reaction product. The product is: [B:4]([C:9]1[CH:24]=[C:23]([C:25]([F:26])([F:27])[F:28])[CH:22]=[CH:21][C:10]=1[O:11][C@@H:12]([CH3:20])[C:13]([OH:15])=[O:14])([OH:5])[OH:3]. (2) Given the reactants [F:1][C:2]1[CH:3]=[C:4]([CH2:9][OH:10])[CH:5]=[C:6]([F:8])[CH:7]=1.C(OC([N:18]1[C:26]2[N:21]([C:22](=[O:28])[N:23]=[C:24](Cl)[CH:25]=2)[CH2:20][C@@H:19]1[CH3:29])=O)(C)(C)C, predict the reaction product. The product is: [F:1][C:2]1[CH:3]=[C:4]([CH:5]=[C:6]([F:8])[CH:7]=1)[CH2:9][O:10][C:24]1[CH:25]=[C:26]2[NH:18][C@@H:19]([CH3:29])[CH2:20][N:21]2[C:22](=[O:28])[N:23]=1. (3) Given the reactants I[C:2]1[C:10]2[N:9]=[N:8][N:7]([C:11]3[CH:16]=[CH:15][N:14]=[C:13]([NH:17][CH:18]4[CH2:23][CH2:22][N:21]([S:24]([CH3:27])(=[O:26])=[O:25])[CH2:20][CH2:19]4)[N:12]=3)[C:6]=2[CH:5]=[CH:4][CH:3]=1.[CH3:28][C:29]1[C:33](B2OC(C)(C)C(C)(C)O2)=[CH:32][NH:31][N:30]=1.C([O-])([O-])=O.[Na+].[Na+].C1(C)C=CC=CC=1, predict the reaction product. The product is: [CH3:27][S:24]([N:21]1[CH2:22][CH2:23][CH:18]([NH:17][C:13]2[N:12]=[C:11]([N:7]3[C:6]4[CH:5]=[CH:4][CH:3]=[C:2]([C:33]5[C:29]([CH3:28])=[N:30][NH:31][CH:32]=5)[C:10]=4[N:9]=[N:8]3)[CH:16]=[CH:15][N:14]=2)[CH2:19][CH2:20]1)(=[O:26])=[O:25]. (4) Given the reactants Br[C:2]1C=[CH:4][C:5](O)=[C:6]([C:8]2[CH:17]=[CH:16][C:15]3[C:10](=[CH:11][CH:12]=[C:13]([C:18]4[N:22]([CH:23]5[CH2:28][CH2:27][CH2:26][CH2:25][CH2:24]5)[C:21]5[CH:29]=[CH:30][C:31]([C:33]([OH:35])=[O:34])=[CH:32][C:20]=5[N:19]=4)[CH:14]=3)[N:9]=2)[CH:7]=1.C(OC(C1C=CC2[N:46](C3CCCCC3)C(C3C=CC(N)=C(C=O)C=3)=NC=2C=1)=O)C.N1C=CC(C(=O)C)=CC=1.[OH-].[K+], predict the reaction product. The product is: [CH:23]1([N:22]2[C:21]3[CH:29]=[CH:30][C:31]([C:33]([OH:35])=[O:34])=[CH:32][C:20]=3[N:19]=[C:18]2[C:13]2[CH:14]=[C:15]3[C:10](=[CH:11][CH:12]=2)[N:9]=[C:8]([C:6]2[CH:7]=[CH:2][N:46]=[CH:4][CH:5]=2)[CH:17]=[CH:16]3)[CH2:28][CH2:27][CH2:26][CH2:25][CH2:24]1.